From a dataset of Forward reaction prediction with 1.9M reactions from USPTO patents (1976-2016). Predict the product of the given reaction. (1) Given the reactants [C:1]([C:3]1[CH:4]=[C:5]([NH:9][C:10]2[CH2:14][CH2:13][C:12](=[O:15])[C:11]=2[CH3:16])[CH:6]=[CH:7][CH:8]=1)#[CH:2].[N:17]([CH2:20][C:21]1[CH:22]=[N:23][CH:24]=[CH:25][CH:26]=1)=[N+:18]=[N-:19].O=C1O[C@H]([C@H](CO)O)C([O-])=C1O.[Na+], predict the reaction product. The product is: [CH3:16][C:11]1[C:12](=[O:15])[CH2:13][CH2:14][C:10]=1[NH:9][C:5]1[CH:6]=[CH:7][CH:8]=[C:3]([C:1]2[N:19]=[N:18][N:17]([CH2:20][C:21]3[CH:22]=[N:23][CH:24]=[CH:25][CH:26]=3)[CH:2]=2)[CH:4]=1. (2) Given the reactants [Cl:1][C:2]1[C:11]2[C:6](=[CH:7][CH:8]=[C:9]([C:12]([C:20]3[C:21]([CH3:27])=[N:22][C:23]([CH3:26])=[CH:24][CH:25]=3)([OH:19])[C:13]3[N:17]([CH3:18])[N:16]=[N:15][CH:14]=3)[CH:10]=2)[N:5]=[C:4]([O:28][CH3:29])[C:3]=1[OH:30].[CH3:31][S:32]([CH2:35][CH2:36]O)(=[O:34])=[O:33].C1C=CC(P(C2C=CC=CC=2)C2C=CC=CC=2)=CC=1.CC(OC(/N=N/C(OC(C)C)=O)=O)C, predict the reaction product. The product is: [Cl:1][C:2]1[C:11]2[C:6](=[CH:7][CH:8]=[C:9]([C:12]([C:20]3[C:21]([CH3:27])=[N:22][C:23]([CH3:26])=[CH:24][CH:25]=3)([C:13]3[N:17]([CH3:18])[N:16]=[N:15][CH:14]=3)[OH:19])[CH:10]=2)[N:5]=[C:4]([O:28][CH3:29])[C:3]=1[O:30][CH2:36][CH2:35][S:32]([CH3:31])(=[O:34])=[O:33].